This data is from Forward reaction prediction with 1.9M reactions from USPTO patents (1976-2016). The task is: Predict the product of the given reaction. (1) Given the reactants [NH2:1][C:2]1[N:3]=[CH:4][C:5]([C:21]2[CH2:22][CH2:23][N:24]([C:27](=[O:30])[CH2:28][CH3:29])[CH2:25][CH:26]=2)=[N:6][C:7]=1[C:8]1[O:9][C:10]([C:13]2[CH:18]=[CH:17][C:16]([CH2:19]Br)=[CH:15][CH:14]=2)=[N:11][N:12]=1.[CH3:31][NH2:32], predict the reaction product. The product is: [NH2:1][C:2]1[N:3]=[CH:4][C:5]([C:21]2[CH2:22][CH2:23][N:24]([C:27](=[O:30])[CH2:28][CH3:29])[CH2:25][CH:26]=2)=[N:6][C:7]=1[C:8]1[O:9][C:10]([C:13]2[CH:18]=[CH:17][C:16]([CH2:19][NH:32][CH3:31])=[CH:15][CH:14]=2)=[N:11][N:12]=1. (2) Given the reactants F[C:2]1[CH:7]=[CH:6][C:5]([C:8]2[C:12]([C:13]([OH:15])=O)=[CH:11][O:10][N:9]=2)=[CH:4][CH:3]=1.[NH2:16][CH2:17][CH2:18][CH2:19][N:20]1[CH2:25][CH2:24][N:23]([C:26]2[CH:31]=[CH:30][C:29](F)=[CH:28][C:27]=2[O:33][CH2:34][C:35]([F:38])([F:37])[F:36])[CH2:22][CH2:21]1, predict the reaction product. The product is: [C:5]1([C:8]2[C:12]([C:13]([NH:16][CH2:17][CH2:18][CH2:19][N:20]3[CH2:21][CH2:22][N:23]([C:26]4[CH:31]=[CH:30][CH:29]=[CH:28][C:27]=4[O:33][CH2:34][C:35]([F:37])([F:38])[F:36])[CH2:24][CH2:25]3)=[O:15])=[CH:11][O:10][N:9]=2)[CH:4]=[CH:3][CH:2]=[CH:7][CH:6]=1. (3) Given the reactants [CH2:1]([C:3]1[CH:4]=[C:5]([C:11]2[CH:12]=[C:13]3[C:17](=[CH:18][CH:19]=2)[C:16](=[O:20])[CH:15]([CH2:21][C:22]([NH:24][CH2:25][C:26]2[CH:27]=[N:28][CH:29]=[CH:30][CH:31]=2)=[O:23])[CH2:14]3)[CH:6]=[CH:7][C:8]=1[O:9]C)[CH3:2].B(Br)(Br)Br.CCOC(C)=O.O, predict the reaction product. The product is: [CH2:1]([C:3]1[CH:4]=[C:5]([C:11]2[CH:12]=[C:13]3[C:17](=[CH:18][CH:19]=2)[C:16](=[O:20])[CH:15]([CH2:21][C:22]([NH:24][CH2:25][C:26]2[CH:27]=[N:28][CH:29]=[CH:30][CH:31]=2)=[O:23])[CH2:14]3)[CH:6]=[CH:7][C:8]=1[OH:9])[CH3:2]. (4) Given the reactants [CH:1]1([N:4]([CH2:11][CH2:12][OH:13])[S:5]([CH2:8][CH2:9][CH3:10])(=[O:7])=[O:6])[CH2:3][CH2:2]1.[CH2:14]([S:17](Cl)(=[O:19])=[O:18])[CH2:15][CH3:16], predict the reaction product. The product is: [CH:1]1([N:4]([S:5]([CH2:8][CH2:9][CH3:10])(=[O:7])=[O:6])[CH2:11][CH2:12][O:13][S:17]([CH2:14][CH2:15][CH3:16])(=[O:19])=[O:18])[CH2:3][CH2:2]1. (5) Given the reactants [CH2:1]([N:8]([C@@H:16]1[CH2:21][CH2:20][C@H:19]([CH2:22][OH:23])[CH2:18][CH2:17]1)[CH2:9][C:10]1[CH:15]=[CH:14][CH:13]=[CH:12][CH:11]=1)[C:2]1[CH:7]=[CH:6][CH:5]=[CH:4][CH:3]=1.Cl.ClCC[N:28]1[CH2:33][CH2:32][CH2:31][CH2:30][CH2:29]1.[H-].[K+].O1CCO[CH2:38][CH2:37]1, predict the reaction product. The product is: [CH2:9]([N:8]([CH2:1][C:2]1[CH:3]=[CH:4][CH:5]=[CH:6][CH:7]=1)[C@H:16]1[CH2:21][CH2:20][C@@H:19]([CH2:22][O:23][CH2:37][CH2:38][CH:33]2[CH2:32][CH2:31][CH2:30][CH2:29][NH:28]2)[CH2:18][CH2:17]1)[C:10]1[CH:15]=[CH:14][CH:13]=[CH:12][CH:11]=1.